Task: Binary Classification. Given a T-cell receptor sequence (or CDR3 region) and an epitope sequence, predict whether binding occurs between them.. Dataset: TCR-epitope binding with 47,182 pairs between 192 epitopes and 23,139 TCRs (1) The epitope is LLSAGIFGA. The TCR CDR3 sequence is CASSQDLASWANIQYF. Result: 1 (the TCR binds to the epitope). (2) The epitope is AVFDRKSDAK. The TCR CDR3 sequence is CASSQGERGYTF. Result: 1 (the TCR binds to the epitope).